This data is from Forward reaction prediction with 1.9M reactions from USPTO patents (1976-2016). The task is: Predict the product of the given reaction. (1) Given the reactants [CH2:1]([O:3][C:4]([C:6]1[CH:10]=[C:9]([C:11]2[CH:16]=[CH:15][CH:14]=[CH:13][CH:12]=2)[N:8]([NH:17]C(OCC[Si](C)(C)C)=O)[C:7]=1[C:27]1[C:36]2[C:31](=[CH:32][CH:33]=[CH:34][CH:35]=2)[CH:30]=[CH:29][CH:28]=1)=[O:5])[CH3:2].CCCC[N+](CCCC)(CCCC)CCCC.[F-].C(O)(=O)C.C1(C)C=CC=CC=1, predict the reaction product. The product is: [CH2:1]([O:3][C:4]([C:6]1[CH:10]=[C:9]([C:11]2[CH:12]=[CH:13][CH:14]=[CH:15][CH:16]=2)[N:8]([NH2:17])[C:7]=1[C:27]1[C:36]2[C:31](=[CH:32][CH:33]=[CH:34][CH:35]=2)[CH:30]=[CH:29][CH:28]=1)=[O:5])[CH3:2]. (2) Given the reactants [NH2:1][C:2]1[NH:6][N:5]=[C:4]([CH3:7])[C:3]=1[C:8]1[S:9][C:10]2[CH:16]=[C:15]([S:17](Cl)(=[O:19])=[O:18])[CH:14]=[CH:13][C:11]=2[N:12]=1.[NH2:21][CH2:22][CH2:23][NH:24][C:25](=[O:27])[CH3:26].CN1CCOCC1, predict the reaction product. The product is: [NH2:1][C:2]1[NH:6][N:5]=[C:4]([CH3:7])[C:3]=1[C:8]1[S:9][C:10]2[CH:16]=[C:15]([S:17]([NH:21][CH2:22][CH2:23][NH:24][C:25](=[O:27])[CH3:26])(=[O:19])=[O:18])[CH:14]=[CH:13][C:11]=2[N:12]=1. (3) Given the reactants FC(F)(F)S(O[C:7]1[CH:12]=[CH:11][C:10]([CH2:13][CH2:14][CH2:15][CH2:16][CH2:17][C:18]([O:20][CH3:21])=[O:19])=[CH:9][CH:8]=1)(=O)=O.C(N(CC)C(C)C)(C)C.[C:33]([Si:35]([CH3:38])([CH3:37])[CH3:36])#[CH:34].O, predict the reaction product. The product is: [CH3:36][Si:35]([C:33]#[C:34][C:7]1[CH:12]=[CH:11][C:10]([CH2:13][CH2:14][CH2:15][CH2:16][CH2:17][C:18]([O:20][CH3:21])=[O:19])=[CH:9][CH:8]=1)([CH3:38])[CH3:37]. (4) Given the reactants [O:1]1[C:5]2[CH:6]=[CH:7][CH:8]=[CH:9][C:4]=2[CH:3]=[C:2]1[C:10]1[CH:15]=[CH:14][CH:13]=[CH:12][C:11]=1[C:16]1[CH:17]=[C:18]([C:22](O)=[O:23])[N:19]([CH3:21])[N:20]=1.C1N=CN(C(N2C=NC=C2)=O)C=1.[CH2:37]([N:39]([CH2:45][CH3:46])[CH:40]1[CH2:44][CH2:43][NH:42][CH2:41]1)[CH3:38].CCN(CC)CC, predict the reaction product. The product is: [O:1]1[C:5]2[CH:6]=[CH:7][CH:8]=[CH:9][C:4]=2[CH:3]=[C:2]1[C:10]1[CH:15]=[CH:14][CH:13]=[CH:12][C:11]=1[C:16]1[CH:17]=[C:18]([C:22]([N:42]2[CH2:43][CH2:44][CH:40]([N:39]([CH2:45][CH3:46])[CH2:37][CH3:38])[CH2:41]2)=[O:23])[N:19]([CH3:21])[N:20]=1. (5) The product is: [CH3:1][O:2][C:3]([C:5]1[CH:6]=[CH:7][C:8]2[N:12]=[N:11][N:10]([CH2:20][CH2:19][CH2:18][CH2:17][Cl:16])[C:9]=2[CH:13]=1)=[O:4]. Given the reactants [CH3:1][O:2][C:3]([C:5]1[CH:6]=[CH:7][C:8]2[N:12]=[N:11][NH:10][C:9]=2[CH:13]=1)=[O:4].[OH-].[Na+].[Cl:16][CH2:17][CH2:18][CH2:19][CH2:20]Br, predict the reaction product. (6) Given the reactants CS([O:5][CH2:6][CH2:7][CH2:8][N:9]1[CH2:14][CH2:13][O:12][CH2:11][CH2:10]1)(=O)=O.[CH3:15][C:16]1[CH:17]=[C:18](O)[CH:19]=[CH:20][C:21]=1[N+:22]([O-:24])=[O:23].C(=O)([O-])[O-].[Cs+].[Cs+].CC(N(C)C)=O, predict the reaction product. The product is: [CH3:15][C:16]1[CH:17]=[C:18]([CH:19]=[CH:20][C:21]=1[N+:22]([O-:24])=[O:23])[O:5][CH2:6][CH2:7][CH2:8][N:9]1[CH2:14][CH2:13][O:12][CH2:11][CH2:10]1. (7) Given the reactants [Cl:1][C:2]1[CH:7]=[CH:6][N:5]=[C:4]2[CH:8]=[C:9]([C:11]3[N:12]([CH3:16])[CH:13]=[CH:14][N:15]=3)[S:10][C:3]=12.[Li]CCCC.Cl[C:23]([O:25][CH3:26])=[O:24], predict the reaction product. The product is: [CH3:26][O:25][C:23]([C:13]1[N:12]([CH3:16])[C:11]([C:9]2[S:10][C:3]3[C:4](=[N:5][CH:6]=[CH:7][C:2]=3[Cl:1])[CH:8]=2)=[N:15][CH:14]=1)=[O:24]. (8) The product is: [F:1][C:2]1[CH:3]=[C:4]([C@:9]2([CH3:18])[CH2:10][CH2:11][C:12]([CH3:17])([CH3:16])[C:13](=[O:15])[N:14]2[CH2:22][C:23]([O:25][CH3:26])=[O:24])[CH:5]=[C:6]([F:8])[CH:7]=1. Given the reactants [F:1][C:2]1[CH:3]=[C:4]([C@@:9]2([CH3:18])[NH:14][C:13](=[O:15])[C:12]([CH3:17])([CH3:16])[CH2:11][CH2:10]2)[CH:5]=[C:6]([F:8])[CH:7]=1.[H-].[K+].Br[CH2:22][C:23]([O:25][CH3:26])=[O:24].[Cl-].[NH4+], predict the reaction product. (9) Given the reactants [OH:1][C:2]1[CH:3]=[C:4]([CH:9]=[C:10]([O:12][CH2:13][C:14]2[CH:19]=[CH:18][CH:17]=[CH:16][CH:15]=2)[CH:11]=1)[C:5]([O:7][CH3:8])=[O:6].[CH3:20][O:21][CH2:22][C@H:23](O)[CH2:24][CH3:25].C1(P(C2C=CC=CC=2)C2C=CC=CC=2)C=CC=CC=1.CCOC(/N=N/C(OCC)=O)=O.C1(C)C=CC=CC=1, predict the reaction product. The product is: [CH3:20][O:21][CH2:22][C@@H:23]([O:1][C:2]1[CH:3]=[C:4]([CH:9]=[C:10]([O:12][CH2:13][C:14]2[CH:19]=[CH:18][CH:17]=[CH:16][CH:15]=2)[CH:11]=1)[C:5]([O:7][CH3:8])=[O:6])[CH2:24][CH3:25].